From a dataset of Full USPTO retrosynthesis dataset with 1.9M reactions from patents (1976-2016). Predict the reactants needed to synthesize the given product. (1) Given the product [CH3:1][O:2][C:3]1[CH:4]=[C:5]([CH:20]=[CH:21][C:22]=1[O:23][CH3:24])[C:6]([N:8]1[C:17]2[C:12](=[CH:13][CH:14]=[CH:15][CH:16]=2)[CH:11]([N:28]2[C:29]3[CH:34]=[CH:33][CH:32]=[CH:31][C:30]=3[S:25][CH2:26][CH2:27]2)[CH2:10][CH:9]1[CH3:19])=[O:7], predict the reactants needed to synthesize it. The reactants are: [CH3:1][O:2][C:3]1[CH:4]=[C:5]([CH:20]=[CH:21][C:22]=1[O:23][CH3:24])[C:6]([N:8]1[C:17]2[C:12](=[CH:13][CH:14]=[CH:15][CH:16]=2)[C@H:11](O)[CH2:10][C@@H:9]1[CH3:19])=[O:7].[S:25]1[C:30]2[CH:31]=[CH:32][CH:33]=[CH:34][C:29]=2[NH:28][CH2:27][CH2:26]1. (2) Given the product [F:14][C:2]([F:1])([F:15])[C:3]1[CH:8]=[CH:7][CH:6]=[CH:5][C:4]=1[CH2:9][CH2:10][C:11]([N:16]1[CH2:17][CH2:18][C:19]2([C:30]3[C:25](=[CH:26][CH:27]=[CH:28][CH:29]=3)[CH2:24][N:23]([C:31]([O:33][C:34]([CH3:37])([CH3:36])[CH3:35])=[O:32])[CH2:22]2)[CH2:20][CH2:21]1)=[O:13], predict the reactants needed to synthesize it. The reactants are: [F:1][C:2]([F:15])([F:14])[C:3]1[CH:8]=[CH:7][CH:6]=[CH:5][C:4]=1[CH2:9][CH2:10][C:11]([OH:13])=O.[NH:16]1[CH2:21][CH2:20][C:19]2([C:30]3[C:25](=[CH:26][CH:27]=[CH:28][CH:29]=3)[CH2:24][N:23]([C:31]([O:33][C:34]([CH3:37])([CH3:36])[CH3:35])=[O:32])[CH2:22]2)[CH2:18][CH2:17]1. (3) Given the product [C:4]1([NH:7][C:8]2[CH:13]=[CH:12][C:11]([C:32]3[CH:33]=[CH:34][C:29]([N:22]([C:23]4[CH:24]=[CH:25][CH:26]=[CH:27][CH:28]=4)[C:19]4[CH:20]=[CH:21][CH:16]=[CH:17][CH:18]=4)=[CH:30][CH:31]=3)=[CH:10][CH:9]=2)[CH:5]=[CH:6][CH:1]=[CH:2][CH:3]=1, predict the reactants needed to synthesize it. The reactants are: [CH:1]1[CH:6]=[CH:5][C:4]([NH:7][C:8]2[CH:13]=[CH:12][C:11](Br)=[CH:10][CH:9]=2)=[CH:3][CH:2]=1.B(O)(O)[C:16]1[CH:21]=[CH:20][C:19]([N:22]([C:29]2[CH:34]=[CH:33][CH:32]=[CH:31][CH:30]=2)[C:23]2[CH:28]=[CH:27][CH:26]=[CH:25][CH:24]=2)=[CH:18][CH:17]=1.C1(C)C=CC=CC=1P(C1C=CC=CC=1C)C1C=CC=CC=1C.C(=O)([O-])[O-].[K+].[K+].